This data is from Forward reaction prediction with 1.9M reactions from USPTO patents (1976-2016). The task is: Predict the product of the given reaction. (1) Given the reactants [Cl:1][C:2]1[C:3]([C:29]2[CH:34]=[CH:33][C:32]([C:35]3[CH2:36][CH2:37]S[CH2:39][CH:40]=3)=[CH:31][CH:30]=2)=[CH:4][C:5]2[N:9]=[C:8]([O:10][C@H:11]3[C@H:15]4[O:16][CH2:17][C@@H:18]([OH:19])[C@H:14]4[O:13][CH2:12]3)[N:7](COCC[Si](C)(C)C)[C:6]=2[CH:28]=1.C1C=C(Cl)C=C(C(OO)=O)C=1.[S:52]([O-:56])([O-])(=[O:54])=S.[Na+].[Na+], predict the reaction product. The product is: [Cl:1][C:2]1[C:3]([C:29]2[CH:34]=[CH:33][C:32]([C:35]3[CH2:36][CH2:37][S:52](=[O:56])(=[O:54])[CH2:39][CH:40]=3)=[CH:31][CH:30]=2)=[CH:4][C:5]2[N:9]=[C:8]([O:10][C@@H:11]3[CH2:12][O:13][C@@H:14]4[C@H:18]([OH:19])[CH2:17][O:16][C@H:15]34)[NH:7][C:6]=2[CH:28]=1. (2) Given the reactants [NH:1](C(OC(C)(C)C)=O)[C@H:2]([C:18]([OH:20])=[O:19])[CH2:3][C:4]1[CH:9]=CC(OCC2C=CC=CC=2)=C[CH:5]=1.[CH:28]1[CH:29]=[CH:30][C:31]2N(O)N=N[C:32]=2[CH:33]=1.[CH2:38]1CCC(N=C=NC2CCCCC2)CC1, predict the reaction product. The product is: [NH2:1][C@H:2]([C:18]([O:20][CH2:38][C:32]1[CH:31]=[CH:30][CH:29]=[CH:28][CH:33]=1)=[O:19])[CH2:3][CH:4]([CH3:5])[CH3:9]. (3) Given the reactants C([O:3][CH:4](OCC)[C:5]1[N:9]([CH3:10])[N:8]=[C:7]([CH:11]([F:13])[F:12])[N:6]=1)C.Cl, predict the reaction product. The product is: [F:13][CH:11]([F:12])[C:7]1[N:6]=[C:5]([CH:4]=[O:3])[N:9]([CH3:10])[N:8]=1. (4) The product is: [CH3:29][N:13]1[C:14]([C@@H:16]2[CH2:21][CH2:20][CH2:19][N:18]([C:22]([O:24][C:25]([CH3:26])([CH3:27])[CH3:28])=[O:23])[CH2:17]2)=[N:15][C:11]([C:8]2[CH:9]=[C:10]3[C:5](=[CH:6][CH:7]=2)[NH:4][N:3]=[C:2]3[C:33]2[CH:34]=[CH:35][N:30]=[CH:31][CH:32]=2)=[N:12]1. Given the reactants Br[C:2]1[C:10]2[C:5](=[CH:6][CH:7]=[C:8]([C:11]3[N:15]=[C:14]([C@@H:16]4[CH2:21][CH2:20][CH2:19][N:18]([C:22]([O:24][C:25]([CH3:28])([CH3:27])[CH3:26])=[O:23])[CH2:17]4)[N:13]([CH3:29])[N:12]=3)[CH:9]=2)[NH:4][N:3]=1.[N:30]1[CH:35]=[CH:34][C:33](B(O)O)=[CH:32][CH:31]=1.C(=O)([O-])[O-].[Cs+].[Cs+], predict the reaction product.